From a dataset of Reaction yield outcomes from USPTO patents with 853,638 reactions. Predict the reaction yield, written as a fraction of the theoretical maximum amount of product (1.0 means a 100% yield; for example, 0.34 means a 34% yield). (1) The reactants are Cl.[N:2]1[N:3]([CH2:7][C:8]([OH:10])=O)[N:4]=[CH:5][CH:6]=1.[Cl:11][C:12]1[S:16][C:15]([CH2:17][C@H:18]2[CH2:22][NH:21][C@H:20]([C:23]([NH:25][C:26]3[CH:31]=[CH:30][C:29]([O:32][C:33]4[CH:38]=[CH:37][C:36]([F:39])=[CH:35][CH:34]=4)=[CH:28][CH:27]=3)=[O:24])[CH2:19]2)=[CH:14][CH:13]=1. No catalyst specified. The product is [N:4]1[N:3]([CH2:7][C:8]([N:21]2[CH2:22][C@H:18]([CH2:17][C:15]3[S:16][C:12]([Cl:11])=[CH:13][CH:14]=3)[CH2:19][C@H:20]2[C:23]([NH:25][C:26]2[CH:31]=[CH:30][C:29]([O:32][C:33]3[CH:34]=[CH:35][C:36]([F:39])=[CH:37][CH:38]=3)=[CH:28][CH:27]=2)=[O:24])=[O:10])[N:2]=[CH:6][CH:5]=1. The yield is 0.580. (2) The reactants are [CH2:1]([C:3]1[C:8]([NH2:9])=[C:7]([CH3:10])[C:6]([NH2:11])=[C:5]([CH2:12][CH3:13])[CH:4]=1)[CH3:2].O. The catalyst is [Pt].C(C(C)=O)C. The product is [CH:1]([NH:11][C:6]1[C:5]([CH2:12][CH3:13])=[CH:4][C:3]([CH2:1][CH3:2])=[C:8]([NH:9][CH:5]([CH2:6][CH3:7])[CH3:12])[C:7]=1[CH3:10])([CH2:3][CH3:4])[CH3:2]. The yield is 0.888. (3) The reactants are Cl[C:2]1[CH:7]=[C:6]([N:8]([C:16]2[CH:21]=[CH:20][CH:19]=[C:18]([N+:22]([O-:24])=[O:23])[CH:17]=2)[C:9](=[O:15])[O:10][C:11]([CH3:14])([CH3:13])[CH3:12])[CH:5]=[CH:4][N:3]=1.CC1(C)C(C)(C)OB([C:33]2[NH:37][CH:36]=[C:35]([C:38]([O-:40])=[O:39])[CH:34]=2)O1.[CH3:42]C1(C)C2C(=C(P(C3C=CC=CC=3)C3C=CC=CC=3)C=CC=2)OC2C(P(C3C=CC=CC=3)C3C=CC=CC=3)=CC=CC1=2. The catalyst is C1C=CC(/C=C/C(/C=C/C2C=CC=CC=2)=O)=CC=1.C1C=CC(/C=C/C(/C=C/C2C=CC=CC=2)=O)=CC=1.C1C=CC(/C=C/C(/C=C/C2C=CC=CC=2)=O)=CC=1.[Pd].[Pd]. The product is [C:11]([O:10][C:9]([N:8]([C:16]1[CH:21]=[CH:20][CH:19]=[C:18]([N+:22]([O-:24])=[O:23])[CH:17]=1)[C:6]1[CH:5]=[CH:4][N:3]=[C:2]([C:33]2[NH:37][CH:36]=[C:35]([C:38]([O:40][CH3:42])=[O:39])[CH:34]=2)[CH:7]=1)=[O:15])([CH3:14])([CH3:13])[CH3:12]. The yield is 0.650. (4) The reactants are Br[C:2]1[CH:3]=[C:4]2[C:9](=[CH:10][CH:11]=1)[N:8]=[CH:7][C:6]([C:12]([CH:14]1[CH2:16][CH2:15]1)=[O:13])=[C:5]2[NH:17][C:18]1[CH:19]=[N:20][C:21]([NH:24][CH2:25][CH2:26][N:27]([CH3:29])[CH3:28])=[CH:22][CH:23]=1.[Cl:30][C:31]1[CH:36]=[C:35](B2OC(C)(C)C(C)(C)O2)[CH:34]=[C:33]([F:46])[C:32]=1[OH:47].C([O-])([O-])=O.[Cs+].[Cs+].[ClH:54]. The catalyst is O1CCOCC1.C1C=CC(P(C2C=CC=CC=2)[C-]2C=CC=C2)=CC=1.C1C=CC(P(C2C=CC=CC=2)[C-]2C=CC=C2)=CC=1.Cl[Pd]Cl.[Fe+2]. The product is [ClH:30].[ClH:54].[ClH:30].[Cl:30][C:31]1[CH:36]=[C:35]([C:2]2[CH:3]=[C:4]3[C:9](=[CH:10][CH:11]=2)[N:8]=[CH:7][C:6]([C:12]([CH:14]2[CH2:16][CH2:15]2)=[O:13])=[C:5]3[NH:17][C:18]2[CH:19]=[N:20][C:21]([NH:24][CH2:25][CH2:26][N:27]([CH3:28])[CH3:29])=[CH:22][CH:23]=2)[CH:34]=[C:33]([F:46])[C:32]=1[OH:47]. The yield is 0.780.